From a dataset of Forward reaction prediction with 1.9M reactions from USPTO patents (1976-2016). Predict the product of the given reaction. (1) Given the reactants [CH2:1]([C:3]1[S:29][C:6]2[N:7]([CH2:13][C:14]3[CH:19]=[CH:18][C:17]([C:20]4[C:21]([C:26]#[N:27])=[CH:22][CH:23]=[CH:24][CH:25]=4)=[CH:16][C:15]=3[F:28])[C:8](=[O:12])[NH:9][C:10](=[O:11])[C:5]=2[CH:4]=1)[CH3:2].Br[CH2:31][C:32]([C:34]1[CH:39]=[CH:38][C:37]([O:40][CH3:41])=[C:36]([F:42])[CH:35]=1)=[O:33].CN(C)C=O.[H-].[Na+], predict the reaction product. The product is: [CH2:1]([C:3]1[S:29][C:6]2[N:7]([CH2:13][C:14]3[CH:19]=[CH:18][C:17]([C:20]4[C:21]([C:26]#[N:27])=[CH:22][CH:23]=[CH:24][CH:25]=4)=[CH:16][C:15]=3[F:28])[C:8](=[O:12])[N:9]([CH2:31][C:32]([C:34]3[CH:39]=[CH:38][C:37]([O:40][CH3:41])=[C:36]([F:42])[CH:35]=3)=[O:33])[C:10](=[O:11])[C:5]=2[CH:4]=1)[CH3:2]. (2) Given the reactants Cl[CH2:2][CH2:3][CH2:4][CH2:5][CH:6]([C:15]1[NH:19][N:18]=[C:17]([NH:20][C:21]2[CH:26]=[CH:25][C:24]([N:27]3[CH:31]=[C:30]([Cl:32])[N:29]=[CH:28]3)=[C:23]([O:33][CH3:34])[CH:22]=2)[N:16]=1)[C:7]1[CH:12]=[C:11]([F:13])[CH:10]=[C:9]([F:14])[CH:8]=1.[I-].[Na+], predict the reaction product. The product is: [Cl:32][C:30]1[N:29]=[CH:28][N:27]([C:24]2[CH:25]=[CH:26][C:21]([NH:20][C:17]3[N:16]=[C:15]4[CH:6]([C:7]5[CH:12]=[C:11]([F:13])[CH:10]=[C:9]([F:14])[CH:8]=5)[CH2:5][CH2:4][CH2:3][CH2:2][N:19]4[N:18]=3)=[CH:22][C:23]=2[O:33][CH3:34])[CH:31]=1. (3) Given the reactants CC1(C)[C@@H:6]([CH2:7][C:8]([OH:10])=[O:9])[C:5](=[O:11])OO1.[C:13]([O:19]C(Cl)=O)(=O)[CH2:14]C(C)C.[CH2:23](N(CC)CC)C.[CH2:30]([SH:32])[CH3:31], predict the reaction product. The product is: [CH3:23][C:13]1([CH3:14])[O:19][C@H:7]([CH2:6][C:5](=[O:11])[S:32][CH2:30][CH3:31])[C:8](=[O:9])[O:10]1. (4) Given the reactants [CH3:1][O:2][C:3]1[CH:4]=[C:5]([NH:11][C:12]2[C:13]3[N:29]=[CH:28][S:27][C:14]=3[N:15]=[C:16]([C:18]3[CH:19]=[C:20]([CH:24]=[CH:25][CH:26]=3)[C:21](O)=[O:22])[N:17]=2)[CH:6]=[CH:7][C:8]=1[O:9][CH3:10].[NH2:30][C:31]1[CH:43]=[CH:42][C:34]([C:35]([O:37][C:38]([CH3:41])([CH3:40])[CH3:39])=[O:36])=[CH:33][CH:32]=1.C(Cl)CCl, predict the reaction product. The product is: [CH3:1][O:2][C:3]1[CH:4]=[C:5]([NH:11][C:12]2[C:13]3[N:29]=[CH:28][S:27][C:14]=3[N:15]=[C:16]([C:18]3[CH:19]=[C:20]([CH:24]=[CH:25][CH:26]=3)[C:21]([NH:30][C:31]3[CH:43]=[CH:42][C:34]([C:35]([O:37][C:38]([CH3:39])([CH3:40])[CH3:41])=[O:36])=[CH:33][CH:32]=3)=[O:22])[N:17]=2)[CH:6]=[CH:7][C:8]=1[O:9][CH3:10].